This data is from Full USPTO retrosynthesis dataset with 1.9M reactions from patents (1976-2016). The task is: Predict the reactants needed to synthesize the given product. Given the product [CH2:1]([O:8][C@H:9]1[CH2:13][CH2:12][CH2:11][C@@H:10]1[C:14]1[CH:15]=[CH:16][N:17]([CH:20]2[CH2:21][CH2:22][CH2:23][CH2:24][O:19]2)[N:18]=1)[C:2]1[CH:3]=[CH:4][CH:5]=[CH:6][CH:7]=1, predict the reactants needed to synthesize it. The reactants are: [CH2:1]([O:8][C@H:9]1[CH2:13][CH2:12][CH2:11][C@@H:10]1[C:14]1[NH:18][N:17]=[CH:16][CH:15]=1)[C:2]1[CH:7]=[CH:6][CH:5]=[CH:4][CH:3]=1.[O:19]1[CH:24]=[CH:23][CH2:22][CH2:21][CH2:20]1.O.C1(C)C=CC(S(O)(=O)=O)=CC=1.